This data is from HIV replication inhibition screening data with 41,000+ compounds from the AIDS Antiviral Screen. The task is: Binary Classification. Given a drug SMILES string, predict its activity (active/inactive) in a high-throughput screening assay against a specified biological target. (1) The drug is O=C(O)CN1C(=O)CN=C(c2ccccn2)c2cc(Cl)ccc21. The result is 0 (inactive). (2) The compound is CCOc1ccc(NC(=S)NC=C(C(N)=O)C(N)=O)cc1. The result is 0 (inactive). (3) The compound is Br.CCCCCC(C=Cc1ncccc1OCCCCCC(=O)O)=NNC1=NCCN1. The result is 0 (inactive). (4) The compound is CC(=O)C1(c2ccccc2)N(C(=O)c2ccccc2)C1(C)C(=O)c1ccccc1. The result is 0 (inactive).